This data is from Forward reaction prediction with 1.9M reactions from USPTO patents (1976-2016). The task is: Predict the product of the given reaction. (1) Given the reactants CC1C=CC(S([NH:11][C:12]2[CH:13]=[C:14]([C:18]3[CH:19]=[CH:20][C:21]4[N:22]([CH:24]=[C:25]([NH:27][C:28](=[O:30])[CH3:29])[N:26]=4)[N:23]=3)[CH:15]=[CH:16][CH:17]=2)(=O)=O)=CC=1.ClC1C=CC2N(C=C(NC(=O)C)N=2)N=1.NC1C=C(B(O)O)C=CC=1, predict the reaction product. The product is: [NH2:11][C:12]1[CH:13]=[C:14]([C:18]2[CH:19]=[CH:20][C:21]3[N:22]([CH:24]=[C:25]([NH:27][C:28](=[O:30])[CH3:29])[N:26]=3)[N:23]=2)[CH:15]=[CH:16][CH:17]=1. (2) Given the reactants [Cl:1][C:2]1[CH:27]=[C:26]([Cl:28])[CH:25]=[CH:24][C:3]=1[O:4][C:5]1[CH:10]=[CH:9][CH:8]=[CH:7][C:6]=1[NH:11][S:12]([C:15]1[CH:23]=[CH:22][C:18]([C:19]([OH:21])=O)=[CH:17][CH:16]=1)(=[O:14])=[O:13].[NH:29]1[CH2:34][CH2:33][CH:32]([CH2:35][CH2:36][CH2:37][CH:38]2[CH2:43][CH2:42][NH:41][CH2:40][CH2:39]2)[CH2:31][CH2:30]1, predict the reaction product. The product is: [Cl:1][C:2]1[CH:27]=[C:26]([Cl:28])[CH:25]=[CH:24][C:3]=1[O:4][C:5]1[CH:10]=[CH:9][CH:8]=[CH:7][C:6]=1[NH:11][S:12]([C:15]1[CH:16]=[CH:17][C:18]([C:19]([N:29]2[CH2:34][CH2:33][CH:32]([CH2:35][CH2:36][CH2:37][CH:38]3[CH2:39][CH2:40][NH:41][CH2:42][CH2:43]3)[CH2:31][CH2:30]2)=[O:21])=[CH:22][CH:23]=1)(=[O:14])=[O:13].